Task: Predict the reaction yield, written as a fraction of the theoretical maximum amount of product (1.0 means a 100% yield; for example, 0.34 means a 34% yield).. Dataset: Reaction yield outcomes from USPTO patents with 853,638 reactions The yield is 0.950. The product is [C:36]1([CH2:35][C:34]([NH:33][C:31]2[N:30]=[CH:29][N:28]([CH:26]3[CH2:27][CH:24]([NH:23][C:8]([C:6]4[CH:5]=[CH:4][CH:3]=[C:2]([CH3:1])[N:7]=4)=[O:10])[CH2:25]3)[CH:32]=2)=[O:46])[C:45]2[C:40](=[CH:41][CH:42]=[CH:43][CH:44]=2)[CH:39]=[CH:38][CH:37]=1. The reactants are [CH3:1][C:2]1[N:7]=[C:6]([C:8]([OH:10])=O)[CH:5]=[CH:4][CH:3]=1.Cl.CN(C)CCCN=C=NCC.[NH2:23][C@@H:24]1[CH2:27][C@H:26]([N:28]2[CH:32]=[C:31]([NH:33][C:34](=[O:46])[CH2:35][C:36]3[C:45]4[C:40](=[CH:41][CH:42]=[CH:43][CH:44]=4)[CH:39]=[CH:38][CH:37]=3)[N:30]=[CH:29]2)[CH2:25]1.[OH-].[Na+]. The catalyst is C(Cl)Cl.CN(C1C=CN=CC=1)C.O.